This data is from Catalyst prediction with 721,799 reactions and 888 catalyst types from USPTO. The task is: Predict which catalyst facilitates the given reaction. Reactant: [Cl-].[C:2]1([CH2:8][C@H:9]([NH2+:11][CH2:12][C:13]#[CH:14])[CH3:10])[CH:7]=[CH:6][CH:5]=[CH:4][CH:3]=1.[H-].[Na+].Br[CH2:18][CH2:19][F:20]. Product: [F:20][CH2:19][CH2:18][N:11]([C@H:9]([CH3:10])[CH2:8][C:2]1[CH:7]=[CH:6][CH:5]=[CH:4][CH:3]=1)[CH2:12][C:13]#[CH:14]. The catalyst class is: 18.